From a dataset of Catalyst prediction with 721,799 reactions and 888 catalyst types from USPTO. Predict which catalyst facilitates the given reaction. (1) Reactant: [NH2:1][C:2]1[CH:10]=[CH:9][C:8]([CH3:11])=[CH:7][C:3]=1[C:4]([OH:6])=[O:5].[F:12][C:13]1[CH:18]=[CH:17][C:16]([S:19](Cl)(=[O:21])=[O:20])=[CH:15][CH:14]=1.C(=O)([O-])[O-].[Na+].[Na+]. Product: [F:12][C:13]1[CH:18]=[CH:17][C:16]([S:19]([NH:1][C:2]2[CH:10]=[CH:9][C:8]([CH3:11])=[CH:7][C:3]=2[C:4]([OH:6])=[O:5])(=[O:21])=[O:20])=[CH:15][CH:14]=1. The catalyst class is: 6. (2) Reactant: [CH2:1]([S:3]([NH:6][C@H:7]([C:11]([OH:13])=O)[CH:8]([CH3:10])[CH3:9])(=[O:5])=[O:4])[CH3:2].[NH2:14][C@@H:15]1[CH2:20][CH2:19][CH2:18][CH2:17][C@H:16]1[C:21]1[CH:26]=[CH:25][C:24]([OH:27])=[C:23]([O:28][CH3:29])[CH:22]=1.C(N(CC)C(C)C)(C)C.F[P-](F)(F)(F)(F)F.N1(O[P+](N(C)C)(N(C)C)N(C)C)C2C=CC=CC=2N=N1.[Cl-].[Na+].C(OCC)(=O)C.CCCC(C)C. The catalyst class is: 9. Product: [CH2:1]([S:3]([NH:6][C@@H:7]([CH:8]([CH3:9])[CH3:10])[C:11]([NH:14][C@@H:15]1[CH2:20][CH2:19][CH2:18][CH2:17][C@H:16]1[C:21]1[CH:26]=[CH:25][C:24]([OH:27])=[C:23]([O:28][CH3:29])[CH:22]=1)=[O:13])(=[O:4])=[O:5])[CH3:2]. (3) Reactant: [O:1]([C:8]1[CH:14]=[CH:13][C:11]([NH2:12])=[CH:10][CH:9]=1)[C:2]1[CH:7]=[CH:6][CH:5]=[CH:4][CH:3]=1.[N:15]([C:18]1[CH:23]=[CH:22][C:21]([C:24]([F:27])([F:26])[F:25])=[CH:20][CH:19]=1)=[C:16]=[O:17]. Product: [O:1]([C:8]1[CH:9]=[CH:10][C:11]([NH:12][C:16]([NH:15][C:18]2[CH:19]=[CH:20][C:21]([C:24]([F:25])([F:26])[F:27])=[CH:22][CH:23]=2)=[O:17])=[CH:13][CH:14]=1)[C:2]1[CH:3]=[CH:4][CH:5]=[CH:6][CH:7]=1. The catalyst class is: 8. (4) Reactant: [C:1]1([O:8][CH3:9])[C:2](=[CH:4][CH:5]=[CH:6][CH:7]=1)[OH:3].[CH2:10](Br)[C:11]#[CH:12].C([O-])([O-])=O.[K+].[K+]. Product: [CH3:9][O:8][C:1]1[CH:7]=[CH:6][CH:5]=[CH:4][C:2]=1[O:3][CH2:12][CH:11]=[CH2:10]. The catalyst class is: 3. (5) Reactant: [C:1]([C:3]1[CH:12]=[C:11]2[C:6]([CH:7]=[CH:8][C:9](=[O:29])[N:10]2[CH2:13][CH2:14][N:15]2[CH2:20][CH2:19][CH:18]([NH:21]C(=O)OC(C)(C)C)[CH2:17][CH2:16]2)=[CH:5][CH:4]=1)#[N:2].FC(F)(F)C(O)=O. Product: [NH2:21][CH:18]1[CH2:19][CH2:20][N:15]([CH2:14][CH2:13][N:10]2[C:11]3[C:6](=[CH:5][CH:4]=[C:3]([C:1]#[N:2])[CH:12]=3)[CH:7]=[CH:8][C:9]2=[O:29])[CH2:16][CH2:17]1. The catalyst class is: 4.